Dataset: Merck oncology drug combination screen with 23,052 pairs across 39 cell lines. Task: Regression. Given two drug SMILES strings and cell line genomic features, predict the synergy score measuring deviation from expected non-interaction effect. (1) Drug 2: Cc1nc(Nc2ncc(C(=O)Nc3c(C)cccc3Cl)s2)cc(N2CCN(CCO)CC2)n1. Drug 1: COC12C(COC(N)=O)C3=C(C(=O)C(C)=C(N)C3=O)N1CC1NC12. Synergy scores: synergy=61.8. Cell line: A375. (2) Drug 1: CN(Cc1cnc2nc(N)nc(N)c2n1)c1ccc(C(=O)NC(CCC(=O)O)C(=O)O)cc1. Drug 2: CS(=O)(=O)CCNCc1ccc(-c2ccc3ncnc(Nc4ccc(OCc5cccc(F)c5)c(Cl)c4)c3c2)o1. Cell line: A2058. Synergy scores: synergy=-15.2. (3) Drug 1: N#Cc1ccc(Cn2cncc2CN2CCN(c3cccc(Cl)c3)C(=O)C2)cc1. Drug 2: Nc1ccn(C2OC(CO)C(O)C2(F)F)c(=O)n1. Cell line: OCUBM. Synergy scores: synergy=4.33. (4) Drug 1: CN(Cc1cnc2nc(N)nc(N)c2n1)c1ccc(C(=O)NC(CCC(=O)O)C(=O)O)cc1. Drug 2: Cn1c(=O)n(-c2ccc(C(C)(C)C#N)cc2)c2c3cc(-c4cnc5ccccc5c4)ccc3ncc21. Cell line: ZR751. Synergy scores: synergy=-6.99. (5) Drug 1: Cn1nnc2c(C(N)=O)ncn2c1=O. Drug 2: C#Cc1cccc(Nc2ncnc3cc(OCCOC)c(OCCOC)cc23)c1. Cell line: SKMES1. Synergy scores: synergy=11.4. (6) Drug 1: CN1C(=O)C=CC2(C)C3CCC4(C)C(NC(=O)OCC(F)(F)F)CCC4C3CCC12. Drug 2: Cc1nc(Nc2ncc(C(=O)Nc3c(C)cccc3Cl)s2)cc(N2CCN(CCO)CC2)n1. Cell line: ES2. Synergy scores: synergy=-5.15. (7) Drug 1: COC1=C2CC(C)CC(OC)C(O)C(C)C=C(C)C(OC(N)=O)C(OC)C=CC=C(C)C(=O)NC(=CC1=O)C2=O. Drug 2: CCc1cnn2c(NCc3ccc[n+]([O-])c3)cc(N3CCCCC3CCO)nc12. Cell line: NCIH1650. Synergy scores: synergy=-23.1. (8) Drug 1: O=C(NOCC(O)CO)c1ccc(F)c(F)c1Nc1ccc(I)cc1F. Drug 2: Cc1nc(Nc2ncc(C(=O)Nc3c(C)cccc3Cl)s2)cc(N2CCN(CCO)CC2)n1. Cell line: COLO320DM. Synergy scores: synergy=-15.4. (9) Drug 1: CN1C(=O)C=CC2(C)C3CCC4(C)C(NC(=O)OCC(F)(F)F)CCC4C3CCC12. Drug 2: O=C(O)C1(Cc2cccc(Nc3nccs3)n2)CCC(Oc2cccc(Cl)c2F)CC1. Cell line: A2058. Synergy scores: synergy=2.89. (10) Drug 1: NC1(c2ccc(-c3nc4ccn5c(=O)[nH]nc5c4cc3-c3ccccc3)cc2)CCC1. Drug 2: Cn1cc(-c2cnn3c(N)c(Br)c(C4CCCNC4)nc23)cn1. Cell line: OCUBM. Synergy scores: synergy=11.2.